Dataset: Catalyst prediction with 721,799 reactions and 888 catalyst types from USPTO. Task: Predict which catalyst facilitates the given reaction. (1) Reactant: [Cl:1][C:2]1[CH:7]=[CH:6][C:5]([S:8][CH2:9][C:10]2[N:15]=[CH:14][NH:13][C:12](=[O:16])[CH:11]=2)=[CH:4][CH:3]=1.Br[C:18]1[CH:29]=[CH:28][C:21]([O:22][CH2:23][C:24]([CH3:27])([OH:26])[CH3:25])=[C:20]([O:30][CH3:31])[CH:19]=1.CNCCNC.[O-]P([O-])([O-])=O.[K+].[K+].[K+]. Product: [Cl:1][C:2]1[CH:7]=[CH:6][C:5]([S:8][CH2:9][C:10]2[N:15]=[CH:14][N:13]([C:18]3[CH:29]=[CH:28][C:21]([O:22][CH2:23][C:24]([OH:26])([CH3:27])[CH3:25])=[C:20]([O:30][CH3:31])[CH:19]=3)[C:12](=[O:16])[CH:11]=2)=[CH:4][CH:3]=1. The catalyst class is: 185. (2) The catalyst class is: 12. Product: [C:24]([NH:23][CH:17]1[CH2:18][CH:19]([CH3:22])[CH2:20][CH2:21][CH:16]1[C:14]([N:10]([CH:11]([CH3:13])[CH3:12])[C:9]1[CH:8]=[C:7]([C:27]2[CH:32]=[CH:31][CH:30]=[CH:29][CH:28]=2)[S:6][C:5]=1[C:3]([OH:4])=[O:2])=[O:15])(=[O:26])[CH3:25]. Reactant: C[O:2][C:3]([C:5]1[S:6][C:7]([C:27]2[CH:32]=[CH:31][CH:30]=[CH:29][CH:28]=2)=[CH:8][C:9]=1[N:10]([C:14]([CH:16]1[CH2:21][CH2:20][CH:19]([CH3:22])[CH2:18][CH:17]1[NH:23][C:24](=[O:26])[CH3:25])=[O:15])[CH:11]([CH3:13])[CH3:12])=[O:4].O.[Li+].[OH-]. (3) Reactant: [CH3:1][C:2]1[CH:7]=[C:6]([C:8]2[CH:13]=[CH:12][C:11]([CH2:14][NH2:15])=[CH:10][N:9]=2)[CH:5]=[CH:4][N:3]=1.[F:16][C:17]1[CH:18]=[C:19]([N:23]2[CH:28]=[CH:27][C:26]([C:29](O)=[O:30])=[CH:25][C:24]2=[O:32])[CH:20]=[CH:21][CH:22]=1.CN(C(ON1N=NC2C=CC=NC1=2)=[N+](C)C)C.F[P-](F)(F)(F)(F)F.C(N(CC)C(C)C)(C)C. Product: [F:16][C:17]1[CH:18]=[C:19]([N:23]2[CH:28]=[CH:27][C:26]([C:29]([NH:15][CH2:14][C:11]3[CH:12]=[CH:13][C:8]([C:6]4[CH:5]=[CH:4][N:3]=[C:2]([CH3:1])[CH:7]=4)=[N:9][CH:10]=3)=[O:30])=[CH:25][C:24]2=[O:32])[CH:20]=[CH:21][CH:22]=1. The catalyst class is: 3. (4) Reactant: [OH:1][CH2:2][CH2:3][CH2:4][CH2:5][CH2:6][CH:7]=[CH:8][CH2:9][CH:10]=[CH:11][CH2:12][CH:13]=[CH:14][CH2:15][CH:16]=[CH:17][CH2:18][CH2:19][CH2:20][C:21]([O:23][CH3:24])=[O:22].C(N(CC)CC)C.[C:32]1([CH3:42])[CH:37]=[CH:36][C:35]([S:38](Cl)(=[O:40])=[O:39])=[CH:34][CH:33]=1. Product: [C:32]1([CH3:42])[CH:37]=[CH:36][C:35]([S:38]([O:1][CH2:2][CH2:3][CH2:4][CH2:5][CH2:6][CH:7]=[CH:8][CH2:9][CH:10]=[CH:11][CH2:12][CH:13]=[CH:14][CH2:15][CH:16]=[CH:17][CH2:18][CH2:19][CH2:20][C:21]([O:23][CH3:24])=[O:22])(=[O:40])=[O:39])=[CH:34][CH:33]=1. The catalyst class is: 2. (5) Reactant: Cl.[CH3:2][O:3][C:4]1[CH:9]=[CH:8][C:7]([C:10]2[N:11]=[CH:12][N:13]([C:15]([N:17]([CH3:24])[CH:18]3[CH2:23][CH2:22][NH:21][CH2:20][CH2:19]3)=[O:16])[CH:14]=2)=[CH:6][CH:5]=1.CC(C)([O-])C.[K+].[N:31]#[C:32]Br. Product: [C:32]([N:21]1[CH2:22][CH2:23][CH:18]([N:17]([CH3:24])[C:15]([N:13]2[CH:14]=[C:10]([C:7]3[CH:8]=[CH:9][C:4]([O:3][CH3:2])=[CH:5][CH:6]=3)[N:11]=[CH:12]2)=[O:16])[CH2:19][CH2:20]1)#[N:31]. The catalyst class is: 3.